From a dataset of Forward reaction prediction with 1.9M reactions from USPTO patents (1976-2016). Predict the product of the given reaction. (1) Given the reactants [NH2:1][C:2]1[S:6][C:5]([C:7]([OH:12])([CH2:10][CH3:11])[CH2:8][CH3:9])=[N:4][N:3]=1.[F:13][C:14]1[CH:19]=[CH:18][C:17]([C:20]2[C:29]3[C:24](=[CH:25][C:26]([CH:30]=O)=[CH:27][CH:28]=3)[O:23][C:22](=[O:32])[CH:21]=2)=[CH:16][CH:15]=1.[C:33](O)(=O)C.C(O[BH-](OC(=O)C)OC(=O)C)(=O)C.[Na+], predict the reaction product. The product is: [CH2:8]([C:7]([C:5]1[S:6][C:2]([NH:1][CH2:33][CH2:30][C:26]2[CH:25]=[C:24]3[C:29]([C:20]([C:17]4[CH:16]=[CH:15][C:14]([F:13])=[CH:19][CH:18]=4)=[CH:21][C:22](=[O:32])[O:23]3)=[CH:28][CH:27]=2)=[N:3][N:4]=1)([OH:12])[CH2:10][CH3:11])[CH3:9]. (2) Given the reactants [CH3:1][C:2]1[CH:3]=[C:4]([NH:9][C:10](=[O:13])[CH2:11][CH3:12])[CH:5]=[CH:6][C:7]=1[CH3:8].[CH:14]1[CH:19]=[C:18]2[C:20]([C:22](O)([OH:25])[C:23](=[O:24])[C:17]2=[CH:16][CH:15]=1)=[O:21], predict the reaction product. The product is: [OH:25][C:22]1([C:5]2[CH:6]=[C:7]([CH3:8])[C:2]([CH3:1])=[CH:3][C:4]=2[NH:9][C:10](=[O:13])[CH2:11][CH3:12])[C:23](=[O:24])[C:17]2[C:18](=[CH:19][CH:14]=[CH:15][CH:16]=2)[C:20]1=[O:21].